Dataset: Forward reaction prediction with 1.9M reactions from USPTO patents (1976-2016). Task: Predict the product of the given reaction. (1) Given the reactants [CH3:1][C:2]1[N:3]([C:7]2[CH:8]=[C:9]([NH2:17])[CH:10]=[C:11]([C:13]([F:16])([F:15])[F:14])[CH:12]=2)[CH:4]=[CH:5][N:6]=1.[N:18]1[CH:23]=[CH:22][CH:21]=[C:20]([C:24]2[CH:29]=[CH:28][N:27]=[C:26]([NH:30][C:31]3[CH:39]=[CH:38][C:34]([C:35](O)=[O:36])=[CH:33][CH:32]=3)[N:25]=2)[CH:19]=1.CC1N=CN(C2C=C(N)C=C(C(F)(F)F)C=2)C=1, predict the reaction product. The product is: [CH3:1][C:2]1[N:3]([C:7]2[CH:8]=[C:9]([NH:17][C:35](=[O:36])[C:34]3[CH:33]=[CH:32][C:31]([NH:30][C:26]4[N:25]=[C:24]([C:20]5[CH:19]=[N:18][CH:23]=[CH:22][CH:21]=5)[CH:29]=[CH:28][N:27]=4)=[CH:39][CH:38]=3)[CH:10]=[C:11]([C:13]([F:16])([F:14])[F:15])[CH:12]=2)[CH:4]=[CH:5][N:6]=1. (2) Given the reactants [N:1]#[C:2][NH2:3].[F:4][C:5]1[CH:6]=[C:7]([CH:9]=[CH:10][CH:11]=1)N.[N+:12]([O-:15])([OH:14])=[O:13].C([O:18]CC)C, predict the reaction product. The product is: [N+:12]([O-:15])([OH:14])=[O:13].[F:4][C:5]1[CH:6]=[C:7]([NH:1][C:2]([NH2:3])=[O:18])[CH:9]=[CH:10][CH:11]=1. (3) Given the reactants [Br:1][CH2:2][CH2:3][CH2:4][N:5]1[C:13]([O:14]C)=[N:12][C:11]2[C:6]1=[N:7][C:8]([O:17][CH2:18][CH2:19][CH2:20][CH3:21])=[N:9][C:10]=2[NH2:16].Cl, predict the reaction product. The product is: [NH2:16][C:10]1[N:9]=[C:8]([O:17][CH2:18][CH2:19][CH2:20][CH3:21])[N:7]=[C:6]2[C:11]=1[NH:12][C:13](=[O:14])[N:5]2[CH2:4][CH2:3][CH2:2][Br:1]. (4) Given the reactants [H-].[Na+].[CH3:3][C:4]1[C:9]([CH:10]([C:18]([O:20][CH2:21][CH3:22])=[O:19])[C:11]([O:13][C:14]([CH3:17])([CH3:16])[CH3:15])=[O:12])=[CH:8][CH:7]=[C:6]([N+:23]([O-:25])=[O:24])[N:5]=1.[CH3:26]I, predict the reaction product. The product is: [CH3:26][C:10]([C:9]1[C:4]([CH3:3])=[N:5][C:6]([N+:23]([O-:25])=[O:24])=[CH:7][CH:8]=1)([C:18]([O:20][CH2:21][CH3:22])=[O:19])[C:11]([O:13][C:14]([CH3:15])([CH3:16])[CH3:17])=[O:12]. (5) The product is: [CH2:1]1[C:6]2([CH2:11][CH2:10][CH2:9][CH2:8][CH2:7]2)[CH2:5][CH2:4][CH:3]([C:23]#[N:24])[CH2:2]1. Given the reactants [CH2:1]1[C:6]2([CH2:11][CH2:10][CH2:9][CH2:8][CH2:7]2)[CH2:5][CH2:4][C:3](=O)[CH2:2]1.S([CH2:23][N+:24]#[C-])(C1C=CC(C)=CC=1)(=O)=O.CCO.CC([O-])(C)C.[K+], predict the reaction product. (6) Given the reactants [CH2:1]([O:3][C:4]([C:6]1[CH:7]=[C:8]2[C:13](=[CH:14][CH:15]=1)[NH:12][CH:11]([C:16]1[CH:21]=[CH:20][CH:19]=[C:18](Br)[CH:17]=1)[CH2:10][C:9]2([CH3:24])[CH3:23])=[O:5])[CH3:2].[C:25]([C:29]1[CH:34]=[CH:33][C:32](B(O)O)=[CH:31][CH:30]=1)([CH3:28])([CH3:27])[CH3:26].C(=O)([O-])[O-].[Na+].[Na+].C(OCC)(=O)C, predict the reaction product. The product is: [CH2:1]([O:3][C:4]([C:6]1[CH:7]=[C:8]2[C:13](=[CH:14][CH:15]=1)[NH:12][CH:11]([C:16]1[CH:17]=[C:18]([C:32]3[CH:33]=[CH:34][C:29]([C:25]([CH3:28])([CH3:27])[CH3:26])=[CH:30][CH:31]=3)[CH:19]=[CH:20][CH:21]=1)[CH2:10][C:9]2([CH3:24])[CH3:23])=[O:5])[CH3:2]. (7) Given the reactants [N:1]1[C:10]2[C:5](=[N:6][CH:7]=[CH:8][N:9]=2)[C:4]([NH:11][CH2:12][CH2:13][C:14]2[CH:19]=[CH:18][C:17]([OH:20])=[CH:16][CH:15]=2)=[N:3][CH:2]=1.CS(C)=O.Cl[C:26]1[CH:31]=[CH:30][C:29]([C:32]([F:35])([F:34])[F:33])=[CH:28][N:27]=1.C([O-])([O-])=O.[K+].[K+], predict the reaction product. The product is: [N:1]1[C:10]2[C:5](=[N:6][CH:7]=[CH:8][N:9]=2)[C:4]([NH:11][CH2:12][CH2:13][C:14]2[CH:19]=[CH:18][C:17]([O:20][C:26]3[CH:31]=[CH:30][C:29]([C:32]([F:35])([F:34])[F:33])=[CH:28][N:27]=3)=[CH:16][CH:15]=2)=[N:3][CH:2]=1.